This data is from Catalyst prediction with 721,799 reactions and 888 catalyst types from USPTO. The task is: Predict which catalyst facilitates the given reaction. (1) Reactant: [C:9](O[C:9]([O:11][C:12]([CH3:15])([CH3:14])[CH3:13])=[O:10])([O:11][C:12]([CH3:15])([CH3:14])[CH3:13])=[O:10].[H-].[Na+].[Br:18][C:19]1[CH:27]=[CH:26][CH:25]=[C:24]2[C:20]=1[CH:21]=[CH:22][NH:23]2. Product: [C:12]([O:11][C:9]([N:23]1[C:24]2[C:20](=[C:19]([Br:18])[CH:27]=[CH:26][CH:25]=2)[CH:21]=[CH:22]1)=[O:10])([CH3:13])([CH3:14])[CH3:15]. The catalyst class is: 1. (2) Reactant: CCN(C(C)C)C(C)C.[CH3:10][O:11][C:12]1[CH:13]=[CH:14][CH:15]=[C:16]2[C:21]=1[O:20][C:19](=[O:22])[C:18]([C:23]([OH:25])=O)=[CH:17]2.CN(C(ON1N=NC2C=CC=NC1=2)=[N+](C)C)C.F[P-](F)(F)(F)(F)F.[CH3:50][N:51]1[C:59]2[C:54](=[CH:55][C:56]([C:60]3[CH:61]=[C:62]([NH2:66])[CH:63]=[CH:64][CH:65]=3)=[CH:57][CH:58]=2)[CH:53]=[CH:52]1. Product: [CH3:50][N:51]1[C:59]2[C:54](=[CH:55][C:56]([C:60]3[CH:61]=[C:62]([NH:66][C:23]([C:18]4[C:19](=[O:22])[O:20][C:21]5[C:16]([CH:17]=4)=[CH:15][CH:14]=[CH:13][C:12]=5[O:11][CH3:10])=[O:25])[CH:63]=[CH:64][CH:65]=3)=[CH:57][CH:58]=2)[CH:53]=[CH:52]1. The catalyst class is: 3. (3) Reactant: [C:1]([C:5]1[N:9]([CH2:10][CH:11]2[CH2:16][CH2:15][CH2:14][CH2:13][CH2:12]2)[C:8]2[CH:17]=[CH:18][C:19]([NH:21][CH3:22])=[CH:20][C:7]=2[N:6]=1)([CH3:4])([CH3:3])[CH3:2].[N+:23]([C:26]1[CH:27]=[C:28]([S:32](Cl)(=[O:34])=[O:33])[CH:29]=[CH:30][CH:31]=1)([O-:25])=[O:24]. Product: [C:1]([C:5]1[N:9]([CH2:10][CH:11]2[CH2:16][CH2:15][CH2:14][CH2:13][CH2:12]2)[C:8]2[CH:17]=[CH:18][C:19]([N:21]([CH3:22])[S:32]([C:28]3[CH:29]=[CH:30][CH:31]=[C:26]([N+:23]([O-:25])=[O:24])[CH:27]=3)(=[O:33])=[O:34])=[CH:20][C:7]=2[N:6]=1)([CH3:4])([CH3:2])[CH3:3]. The catalyst class is: 64.